This data is from Catalyst prediction with 721,799 reactions and 888 catalyst types from USPTO. The task is: Predict which catalyst facilitates the given reaction. (1) Reactant: F[C:2]1[CH:7]=[CH:6][N:5]2[C:8]([C:11]([NH:13][C:14]3[CH:22]=[CH:21][CH:20]=[C:19]4[C:15]=3[C:16]([CH2:31][CH3:32])=[N:17][N:18]4[CH2:23][C:24]3[CH:29]=[CH:28][CH:27]=[C:26]([CH3:30])[N:25]=3)=[O:12])=[CH:9][N:10]=[C:4]2[CH:3]=1.CN1CCCN(C)C1=O.[NH:42]1[CH2:47][CH2:46][NH:45][CH2:44][CH2:43]1. Product: [CH2:31]([C:16]1[C:15]2[C:19](=[CH:20][CH:21]=[CH:22][C:14]=2[NH:13][C:11]([C:8]2[N:5]3[CH:6]=[CH:7][C:2]([N:42]4[CH2:47][CH2:46][NH:45][CH2:44][CH2:43]4)=[CH:3][C:4]3=[N:10][CH:9]=2)=[O:12])[N:18]([CH2:23][C:24]2[CH:29]=[CH:28][CH:27]=[C:26]([CH3:30])[N:25]=2)[N:17]=1)[CH3:32]. The catalyst class is: 11. (2) Reactant: Br[C:2]1[N:6]2[CH:7]=[CH:8][CH:9]=[CH:10][C:5]2=[N:4][C:3]=1[C:11]1[CH:18]=[CH:17][C:14]([CH:15]=[O:16])=[CH:13][CH:12]=1.[F:19][C:20]1[CH:25]=[CH:24][C:23](B(O)O)=[CH:22][CH:21]=1.C([O-])([O-])=O.[K+].[K+].O.C(O)C. Product: [F:19][C:20]1[CH:25]=[CH:24][C:23]([C:2]2[N:6]3[CH:7]=[CH:8][CH:9]=[CH:10][C:5]3=[N:4][C:3]=2[C:11]2[CH:18]=[CH:17][C:14]([CH:15]=[O:16])=[CH:13][CH:12]=2)=[CH:22][CH:21]=1. The catalyst class is: 93. (3) Reactant: [NH2:1][C:2]1[C:11]([NH2:12])=[CH:10][CH:9]=[CH:8][C:3]=1[C:4]([O:6][CH3:7])=[O:5].[C:13](O)(=[O:20])[C:14]1[CH:19]=[CH:18][CH:17]=[CH:16][CH:15]=1.C1(N=C=NC2CCCCC2)CCCCC1. Product: [NH2:12][C:11]1[C:2]([NH:1][C:13](=[O:20])[C:14]2[CH:19]=[CH:18][CH:17]=[CH:16][CH:15]=2)=[C:3]([CH:8]=[CH:9][CH:10]=1)[C:4]([O:6][CH3:7])=[O:5]. The catalyst class is: 64. (4) Product: [NH2:1][C@H:2]1[C:7]([F:9])([F:8])[CH2:6][CH2:5][CH2:4][C@H:3]1[NH:10][C:11]1[N:12]=[C:13]([NH:29][C:28]2[CH:27]=[CH:26][C:25]([C:24]3[O:20][N:21]=[CH:22][CH:23]=3)=[CH:31][CH:30]=2)[C:14]([C:17]#[N:18])=[N:15][CH:16]=1. The catalyst class is: 231. Reactant: [NH2:1][C@H:2]1[C:7]([F:9])([F:8])[CH2:6][CH2:5][CH2:4][C@H:3]1[NH:10][C:11]1[N:12]=[C:13](Cl)[C:14]([C:17]#[N:18])=[N:15][CH:16]=1.[O:20]1[C:24]([C:25]2[CH:31]=[CH:30][C:28]([NH2:29])=[CH:27][CH:26]=2)=[CH:23][CH:22]=[N:21]1.C([O-])([O-])=O.[K+].[K+].C1C=CC(P(C2C(C3C(P(C4C=CC=CC=4)C4C=CC=CC=4)=CC=C4C=3C=CC=C4)=C3C(C=CC=C3)=CC=2)C2C=CC=CC=2)=CC=1. (5) Reactant: [CH:1]([C:4]1[CH:5]=[CH:6][CH:7]=[C:8]2[C:12]=1[NH:11][C:10](=O)[C:9]2=O)([CH3:3])[CH3:2].[BH4-].[Li+]. Product: [CH:1]([C:4]1[CH:5]=[CH:6][CH:7]=[C:8]2[C:12]=1[NH:11][CH:10]=[CH:9]2)([CH3:3])[CH3:2]. The catalyst class is: 7. (6) Reactant: Cl[C:2]1[N:7]=[C:6]([S:8][CH3:9])[N:5]=[C:4]2[N:10]([C:15]3[C:20]([F:21])=[CH:19][CH:18]=[CH:17][C:16]=3[F:22])[C:11](=[O:14])[NH:12][CH2:13][C:3]=12.[CH3:23][C:24]1[CH:32]=[CH:31][C:27]([C:28]([OH:30])=[O:29])=[CH:26][C:25]=1B1OC(C)(C)C(C)(C)O1.C([O-])([O-])=O.[K+].[K+].O1CCOCC1. Product: [F:22][C:16]1[CH:17]=[CH:18][CH:19]=[C:20]([F:21])[C:15]=1[N:10]1[C:4]2[N:5]=[C:6]([S:8][CH3:9])[N:7]=[C:2]([C:25]3[CH:26]=[C:27]([CH:31]=[CH:32][C:24]=3[CH3:23])[C:28]([OH:30])=[O:29])[C:3]=2[CH2:13][NH:12][C:11]1=[O:14]. The catalyst class is: 103.